Predict the reactants needed to synthesize the given product. From a dataset of Full USPTO retrosynthesis dataset with 1.9M reactions from patents (1976-2016). (1) Given the product [CH3:1][O:2][C:3]([C:5]1[S:6][C:7]2[CH:8]([N:21]3[CH2:26][CH2:25][O:24][CH2:23][CH2:22]3)[CH2:9][O:10][C:11]3[CH:18]=[CH:17][C:16]([Br:19])=[CH:15][C:12]=3[C:13]=2[N:14]=1)=[O:4], predict the reactants needed to synthesize it. The reactants are: [CH3:1][O:2][C:3]([C:5]1[S:6][C:7]2[CH:8](Br)[CH2:9][O:10][C:11]3[CH:18]=[CH:17][C:16]([Br:19])=[CH:15][C:12]=3[C:13]=2[N:14]=1)=[O:4].[NH:21]1[CH2:26][CH2:25][O:24][CH2:23][CH2:22]1. (2) Given the product [CH2:1]([N:3]1[C:7]2=[N:8][C:9]([CH2:49][CH3:50])=[C:10]([CH2:19][NH:20][C:21]([C:23]3[CH:28]=[CH:27][CH:26]=[C:25]([C:29]([NH:31][CH2:32][C:33]4[CH:34]=[C:35]([C:41]5[CH:46]=[CH:45][CH:44]=[C:43]([CH2:57][N:51]6[CH2:52][CH2:53][NH:54][CH2:55][CH2:56]6)[CH:42]=5)[CH:36]=[CH:37][C:38]=4[O:39][CH3:40])=[O:30])[CH:24]=3)=[O:22])[C:11]([NH:12][CH:13]3[CH2:18][CH2:17][O:16][CH2:15][CH2:14]3)=[C:6]2[CH:5]=[N:4]1)[CH3:2], predict the reactants needed to synthesize it. The reactants are: [CH2:1]([N:3]1[C:7]2=[N:8][C:9]([CH2:49][CH3:50])=[C:10]([CH2:19][NH:20][C:21]([C:23]3[CH:28]=[CH:27][CH:26]=[C:25]([C:29]([NH:31][CH2:32][C:33]4[CH:34]=[C:35]([C:41]5[CH:46]=[CH:45][CH:44]=[C:43](C=O)[CH:42]=5)[CH:36]=[CH:37][C:38]=4[O:39][CH3:40])=[O:30])[CH:24]=3)=[O:22])[C:11]([NH:12][CH:13]3[CH2:18][CH2:17][O:16][CH2:15][CH2:14]3)=[C:6]2[CH:5]=[N:4]1)[CH3:2].[N:51]1([C:57](OC(C)(C)C)=O)[CH2:56][CH2:55][NH:54][CH2:53][CH2:52]1.C(O[BH-](OC(=O)C)OC(=O)C)(=O)C.[Na+].CC(O)=O. (3) Given the product [CH2:35]([NH:39][C:6]1[N:14]=[C:13]2[C:9]([N:10]=[C:11]([O:25][CH3:26])[N:12]2[CH2:15][CH2:16][CH2:17][NH:18][CH2:19][CH:20]2[CH2:24][CH2:23][O:32][CH2:30][CH2:29]2)=[C:8]([NH2:27])[N:7]=1)[CH2:36][CH2:37][CH3:38], predict the reactants needed to synthesize it. The reactants are: C(O[C:6]1[N:14]=[C:13]2[C:9]([N:10]=[C:11]([O:25][CH3:26])[N:12]2[CH2:15][CH2:16][CH2:17][NH:18][CH2:19][CH:20]2[CH2:24][CH2:23]CO2)=[C:8]([NH2:27])[N:7]=1)CCC.F[C:29](F)(F)[C:30]([OH:32])=O.[CH2:35]([NH:39]C1N=C2C(N=C(OC)N2)=C(N)N=1)[CH2:36][CH2:37][CH3:38].BrCCCBr.O1CCC(CN)CC1. (4) Given the product [C:19]([NH:18][C:16]1[S:15][C:13]2[N:14]=[C:9]([NH:8][C:6]3[CH:7]=[C:2]([NH:1][C:26](=[O:27])[C:25]4[CH:29]=[CH:30][CH:31]=[C:32]([C:33]5([C:36]#[N:37])[CH2:34][CH2:35]5)[C:24]=4[Cl:23])[CH:3]=[CH:4][C:5]=3[CH3:22])[N:10]=[CH:11][C:12]=2[N:17]=1)(=[O:21])[CH3:20], predict the reactants needed to synthesize it. The reactants are: [NH2:1][C:2]1[CH:3]=[CH:4][C:5]([CH3:22])=[C:6]([NH:8][C:9]2[N:10]=[CH:11][C:12]3[N:17]=[C:16]([NH:18][C:19](=[O:21])[CH3:20])[S:15][C:13]=3[N:14]=2)[CH:7]=1.[Cl:23][C:24]1[C:32]([C:33]2([C:36]#[N:37])[CH2:35][CH2:34]2)=[CH:31][CH:30]=[CH:29][C:25]=1[C:26](O)=[O:27].F[P-](F)(F)(F)(F)F.N1(OC(N(C)C)=[N+](C)C)C2N=CC=CC=2N=N1.C(=O)([O-])O.[Na+].